From a dataset of Drug-target binding data from BindingDB using IC50 measurements. Regression. Given a target protein amino acid sequence and a drug SMILES string, predict the binding affinity score between them. We predict pIC50 (pIC50 = -log10(IC50 in M); higher means more potent). Dataset: bindingdb_ic50. (1) The small molecule is CC(C)=CCC/C(C)=C/CC/C(C)=C/CC/C=C(\C)CCC1OC1(C)CCC=C(C)C. The target protein (P52020) has sequence MWTFLGIATFTYFYKKCGDVTLANKELLLCVLVFLSLGLVLSYRCRHRNGGLLGRHQSGSQFAAFSDILSALPLIGFFWAKSPPESEKKEQLESKRRRKEVNLSETTLTGAATSVSTSSVTDPEVIIIGSGVLGSALATVLSRDGRTVTVIERDLKEPDRILGECLQPGGYRVLRELGLGDTVESLNAHHIHGYVIHDCESRSEVQIPYPVSENNQVQSGVAFHHGKFIMSLRKAAMAEPNVKFIEGVVLRLLEEDDAVIGVQYKDKETGDTKELHAPLTVVADGLFSKFRKNLISNKVSVSSHFVGFIMKDAPQFKANFAELVLVDPSPVLIYQISPSETRVLVDIRGELPRNLREYMTEQIYPQIPDHLKESFLEACQNARLRTMPASFLPPSSVNKRGVLLLGDAYNLRHPLTGGGMTVALKDIKIWRQLLKDIPDLYDDAAIFQAKKSFFWSRKRSHSFVVNVLAQALYELFSATDDSLRQLRKACFLYFKLGGEC.... The pIC50 is 4.5. (2) The target protein (P0C1R8) has sequence MIFVYALLALVITFVLVPVLIPTLKRMKFGQSIREEGPQSHMKKTGTPTMGGLTFLLSIVITSLVAIIFVDQANPIILLLFVTIGFGLIGFIDDYIIVVKKNNQGLTSKQKFLAQIGIAIIFFVLSNVFHLVNFSTSIHIPFTNVAIPLSFAYVIFIVFWQVGFSNAVNLTDGLDGLATGLSIIGFTMYAIMSFVLGETAIGIFCIIMLFALLGFLPYNINPAKVFMGDTGSLALGGIFATISIMLNQELSLIFIGLVFVIETLSVMLQVASFKLTGKRIFKMSPIHHHFELIGWSEWKVVTVFWAVGLISGLIGLWIGVH. The pIC50 is 3.5. The small molecule is CCCCCCCCCCCCCCCC(=O)O[C@H]1CN(CCCCCn2ccc(=O)[nH]c2=O)[C@@H](CO[C@@H]2O[C@H](CN)[C@H]3OC(CC)(CC)O[C@@H]23)C(=O)N[C@@H]1CO[C@@H]1O[C@H](CN)[C@H]2OC(CC)(CC)O[C@@H]12.